Dataset: Forward reaction prediction with 1.9M reactions from USPTO patents (1976-2016). Task: Predict the product of the given reaction. (1) Given the reactants Br[C:2]1[CH:7]=[C:6]([F:8])[CH:5]=[C:4]([F:9])[CH:3]=1.[Mg].[C:11]([N:18]1[CH2:22][CH2:21][C:20](=[O:23])[CH2:19]1)([O:13][C:14]([CH3:17])([CH3:16])[CH3:15])=[O:12].[Cl-].[NH4+], predict the reaction product. The product is: [F:9][C:4]1[CH:3]=[C:2]([C:20]2([OH:23])[CH2:21][CH2:22][N:18]([C:11]([O:13][C:14]([CH3:16])([CH3:15])[CH3:17])=[O:12])[CH2:19]2)[CH:7]=[C:6]([F:8])[CH:5]=1. (2) Given the reactants [N:1]1([CH2:6][CH2:7][O:8][C:9]2[CH:14]=[CH:13][C:12]([NH:15][CH2:16][C:17]3[CH:22]=[CH:21][C:20]([O:23][CH:24]4[CH2:29][CH2:28][CH2:27][CH2:26][O:25]4)=[CH:19][CH:18]=3)=[CH:11][CH:10]=2)[CH2:5][CH2:4][CH2:3][CH2:2]1.C(N(CC)CC)C.[Cl:37][C:38]1[CH:43]=[C:42]([C:44]([F:47])([F:46])[F:45])[CH:41]=[CH:40][C:39]=1[S:48](Cl)(=[O:50])=[O:49].[N-]=C=O.C(O)C(N)(CO)CO, predict the reaction product. The product is: [Cl:37][C:38]1[CH:43]=[C:42]([C:44]([F:46])([F:45])[F:47])[CH:41]=[CH:40][C:39]=1[S:48]([N:15]([C:12]1[CH:11]=[CH:10][C:9]([O:8][CH2:7][CH2:6][N:1]2[CH2:2][CH2:3][CH2:4][CH2:5]2)=[CH:14][CH:13]=1)[CH2:16][C:17]1[CH:22]=[CH:21][C:20]([O:23][CH:24]2[CH2:29][CH2:28][CH2:27][CH2:26][O:25]2)=[CH:19][CH:18]=1)(=[O:50])=[O:49]. (3) Given the reactants [CH3:1][N:2]1[C:6]([S:7][C:8]2[C:17](=[O:18])[C:16]3[C:11](=[CH:12][CH:13]=[CH:14][CH:15]=3)/[C:10](=[N:19]/[S:20]([C:23]3[CH:28]=[CH:27][C:26]([C:29]4[CH:34]=[CH:33][CH:32]=[CH:31][CH:30]=4)=[CH:25][CH:24]=3)(=[O:22])=[O:21])/[CH:9]=2)=[N:5][N:4]=[N:3]1.ClC1C(=O)C2C(=CC=CC=2)/C(=N/S(C2C=CC=CC=2)(=O)=O)/C=1, predict the reaction product. The product is: [CH3:1][N:2]1[C:6]([S:7][C:8]2[C:17](=[O:18])[C:16]3[C:11](=[CH:12][CH:13]=[CH:14][CH:15]=3)/[C:10](=[N:19]/[S:20]([C:23]3[CH:28]=[CH:27][CH:26]=[CH:25][CH:24]=3)(=[O:22])=[O:21])/[CH:9]=2)=[N:5][N:4]=[N:3]1.[CH3:1][N:2]1[C:6]([S:7][C:8]2[C:17](=[O:18])[C:16]3[C:11](=[CH:12][CH:13]=[CH:14][CH:15]=3)/[C:10](=[N:19]/[S:20]([C:23]3[CH:28]=[CH:27][C:26]([C:29]4[CH:34]=[CH:33][CH:32]=[CH:31][CH:30]=4)=[CH:25][CH:24]=3)(=[O:21])=[O:22])/[CH:9]=2)=[N:5][N:4]=[N:3]1. (4) Given the reactants C(OC([NH:8][C@H:9]([C:14]([OH:16])=[O:15])[CH2:10][CH2:11][CH2:12][NH2:13])=O)(C)(C)C.[CH:17](C1C=CC=CC=1B(O)O)=O.[BH4-].[Na+].C[Si]([Cl:34])(C)C, predict the reaction product. The product is: [ClH:34].[ClH:34].[NH2:8][C@H:9]([C:14]([O:16][CH3:17])=[O:15])[CH2:10][CH2:11][CH2:12][NH2:13].